This data is from Catalyst prediction with 721,799 reactions and 888 catalyst types from USPTO. The task is: Predict which catalyst facilitates the given reaction. Reactant: Cl[C:2]1[C:7]([C:8]([O:10][CH3:11])=[O:9])=[C:6]([Cl:12])[N:5]=[CH:4][N:3]=1.C(N(CC)CC)C.[F:20][C:21]1[CH:22]=[C:23]([CH:26]=[CH:27][C:28]=1[OH:29])[C:24]#[N:25]. Product: [Cl:12][C:6]1[C:7]([C:8]([O:10][CH3:11])=[O:9])=[C:2]([O:29][C:28]2[CH:27]=[CH:26][C:23]([C:24]#[N:25])=[CH:22][C:21]=2[F:20])[N:3]=[CH:4][N:5]=1. The catalyst class is: 299.